Dataset: Forward reaction prediction with 1.9M reactions from USPTO patents (1976-2016). Task: Predict the product of the given reaction. Given the reactants CC1(C)C(C)(C)[O:5][B:4]([C:9]2[CH:14]=[CH:13][C:12]([S:15]([NH:18][CH2:19][CH2:20][CH2:21][CH2:22][CH2:23][CH2:24][CH2:25][CH2:26][CH2:27][CH2:28][CH2:29][C:30]([O:32]C)=[O:31])(=[O:17])=[O:16])=[CH:11][CH:10]=2)[O:3]1.[OH-].[Li+].CO, predict the reaction product. The product is: [B:4]([C:9]1[CH:14]=[CH:13][C:12]([S:15]([NH:18][CH2:19][CH2:20][CH2:21][CH2:22][CH2:23][CH2:24][CH2:25][CH2:26][CH2:27][CH2:28][CH2:29][C:30]([OH:32])=[O:31])(=[O:17])=[O:16])=[CH:11][CH:10]=1)([OH:3])[OH:5].